This data is from Peptide-MHC class I binding affinity with 185,985 pairs from IEDB/IMGT. The task is: Regression. Given a peptide amino acid sequence and an MHC pseudo amino acid sequence, predict their binding affinity value. This is MHC class I binding data. The peptide sequence is GRYSVRYVR. The MHC is HLA-B15:01 with pseudo-sequence HLA-B15:01. The binding affinity (normalized) is 0.0847.